This data is from Reaction yield outcomes from USPTO patents with 853,638 reactions. The task is: Predict the reaction yield, written as a fraction of the theoretical maximum amount of product (1.0 means a 100% yield; for example, 0.34 means a 34% yield). The reactants are O[C:2]1[N:7]2[N:8]=[CH:9][CH:10]=[C:6]2[N:5]=[CH:4][C:3]=1[C:11]([O:13][CH2:14][CH3:15])=[O:12].[Cl:16][C:17]1[CH:23]=[C:22]([F:24])[C:21]([CH3:25])=[CH:20][C:18]=1[NH2:19]. No catalyst specified. The product is [Cl:16][C:17]1[CH:23]=[C:22]([F:24])[C:21]([CH3:25])=[CH:20][C:18]=1[NH:19][C:2]1[N:7]2[N:8]=[CH:9][CH:10]=[C:6]2[N:5]=[CH:4][C:3]=1[C:11]([O:13][CH2:14][CH3:15])=[O:12]. The yield is 0.760.